The task is: Predict the product of the given reaction.. This data is from Forward reaction prediction with 1.9M reactions from USPTO patents (1976-2016). (1) Given the reactants [CH2:1]([O:3][C:4]([C:6]1[C:7]([O:28][C:29](=[O:34])[C:30]([CH3:33])([CH3:32])[CH3:31])=[C:8]2[C:14]([CH2:15][CH:16]=[CH2:17])=[C:13]([CH2:18][CH:19]=[CH2:20])[N:12]([CH2:21][C:22]3[CH:27]=[CH:26][CH:25]=[CH:24][CH:23]=3)[C:9]2=[CH:10][N:11]=1)=[O:5])[CH3:2].[H][H], predict the reaction product. The product is: [CH2:1]([O:3][C:4]([C:6]1[C:7]([O:28][C:29](=[O:34])[C:30]([CH3:31])([CH3:32])[CH3:33])=[C:8]2[C:14]([CH2:15][CH2:16][CH3:17])=[C:13]([CH2:18][CH2:19][CH3:20])[N:12]([CH2:21][C:22]3[CH:27]=[CH:26][CH:25]=[CH:24][CH:23]=3)[C:9]2=[CH:10][N:11]=1)=[O:5])[CH3:2]. (2) Given the reactants [NH2:1][CH2:2][CH2:3][CH2:4][OH:5].[C:6](O[C:6]([O:8][C:9]([CH3:12])([CH3:11])[CH3:10])=[O:7])([O:8][C:9]([CH3:12])([CH3:11])[CH3:10])=[O:7], predict the reaction product. The product is: [C:6]([NH:1][CH2:2][CH2:3][CH2:4][OH:5])([O:8][C:9]([CH3:12])([CH3:11])[CH3:10])=[O:7].